Dataset: Forward reaction prediction with 1.9M reactions from USPTO patents (1976-2016). Task: Predict the product of the given reaction. (1) Given the reactants [CH3:1][O:2][C:3](=[O:17])[C:4]1[CH:9]=[CH:8][C:7]([N+:10]([O-])=O)=[C:6]([C:13]([F:16])([F:15])[F:14])[CH:5]=1.Cl, predict the reaction product. The product is: [CH3:1][O:2][C:3](=[O:17])[C:4]1[CH:9]=[CH:8][C:7]([NH2:10])=[C:6]([C:13]([F:14])([F:16])[F:15])[CH:5]=1. (2) Given the reactants Cl[C:2]([O:4][C:5]1[CH:10]=[CH:9][CH:8]=[CH:7][CH:6]=1)=[O:3].N1C=CC=CC=1.[CH3:17][N:18]1[CH:26]=[C:25]2[C:20]([CH:21]=[CH:22][C:23]([NH2:27])=[CH:24]2)=[N:19]1, predict the reaction product. The product is: [CH3:17][N:18]1[CH:26]=[C:25]2[C:20]([CH:21]=[CH:22][C:23]([NH:27][C:2](=[O:3])[O:4][C:5]3[CH:10]=[CH:9][CH:8]=[CH:7][CH:6]=3)=[CH:24]2)=[N:19]1. (3) The product is: [CH2:11]([O:10][C:6]1[CH:5]=[C:4]([C:2](=[O:3])[CH2:1][C:24]([O:25][CH2:26][CH3:27])=[O:28])[CH:9]=[CH:8][CH:7]=1)[C:12]1[CH:17]=[CH:16][CH:15]=[CH:14][CH:13]=1. Given the reactants [CH3:1][C:2]([C:4]1[CH:9]=[CH:8][CH:7]=[C:6]([O:10][CH2:11][C:12]2[CH:17]=[CH:16][CH:15]=[CH:14][CH:13]=2)[CH:5]=1)=[O:3].C(O)C.[H-].[Na+].Cl.[C:24](=O)([O:28]CC)[O:25][CH2:26][CH3:27], predict the reaction product. (4) Given the reactants [CH3:1][NH2:2].Cl[C:4]1[C:22]([N+:23]([O-:25])=[O:24])=[CH:21][C:7]([C:8]([NH:10][C@H:11]2[CH2:16][CH2:15][C@H:14]([C:17]([F:20])([F:19])[F:18])[CH2:13][CH2:12]2)=[O:9])=[C:6]([O:26][CH2:27][CH2:28][O:29][CH3:30])[N:5]=1, predict the reaction product. The product is: [CH3:30][O:29][CH2:28][CH2:27][O:26][C:6]1[N:5]=[C:4]([NH:2][CH3:1])[C:22]([N+:23]([O-:25])=[O:24])=[CH:21][C:7]=1[C:8]([NH:10][C@H:11]1[CH2:16][CH2:15][C@H:14]([C:17]([F:20])([F:19])[F:18])[CH2:13][CH2:12]1)=[O:9]. (5) The product is: [CH3:1][S:2]([O:6][CH2:7][C@H:8]1[O:13][CH2:12][CH2:11][N:10]([C:14]([O:16][C:17]([CH3:20])([CH3:19])[CH3:18])=[O:15])[CH2:9]1)(=[O:4])=[O:3]. Given the reactants [CH3:1][S:2](Cl)(=[O:4])=[O:3].[OH:6][CH2:7][C@H:8]1[O:13][CH2:12][CH2:11][N:10]([C:14]([O:16][C:17]([CH3:20])([CH3:19])[CH3:18])=[O:15])[CH2:9]1.C(N(CC)CC)C, predict the reaction product. (6) Given the reactants [C:1](#[N:7])[CH2:2][CH2:3][CH2:4][CH2:5][CH3:6].[OH-:8].[Na+].Cl.[NH2:11]O, predict the reaction product. The product is: [OH:8][NH:7][C:1](=[NH:11])[CH2:2][CH2:3][CH2:4][CH2:5][CH3:6]. (7) Given the reactants [NH2:1][C:2]1[C:3]([C:24]([N:26](OC)C)=O)=[N:4][C:5]([C:8]2[CH:13]=[CH:12][CH:11]=[C:10]([C:14]([NH:16][CH2:17][C:18]3[CH:23]=[CH:22][CH:21]=[CH:20][CH:19]=3)=[O:15])[CH:9]=2)=[CH:6][N:7]=1.[CH3:30][Mg]Cl.Cl.[CH3:34][O:35][C:36]1[CH:41]=[CH:40][C:39]([NH:42]N)=[CH:38][CH:37]=1, predict the reaction product. The product is: [NH2:1][C:2]1[N:7]=[CH:6][C:5]([C:8]2[CH:9]=[C:10]([CH:11]=[CH:12][CH:13]=2)[C:14]([NH:16][CH2:17][C:18]2[CH:19]=[CH:20][CH:21]=[CH:22][CH:23]=2)=[O:15])=[N:4][C:3]=1/[C:24](=[N:26]/[NH:42][C:39]1[CH:40]=[CH:41][C:36]([O:35][CH3:34])=[CH:37][CH:38]=1)/[CH3:30]. (8) Given the reactants [Cl:1][C:2]1[CH:3]=[C:4]([CH2:9][CH2:10][NH:11][C:12]([C:14]2[S:18][C:17]3[CH:19]=[CH:20][CH:21]=[CH:22][C:16]=3[CH:15]=2)=O)[CH:5]=[CH:6][C:7]=1[Cl:8].Cl.[OH-].[Na+], predict the reaction product. The product is: [S:18]1[C:14]([CH2:12][NH:11][CH2:10][CH2:9][C:4]2[CH:5]=[CH:6][C:7]([Cl:8])=[C:2]([Cl:1])[CH:3]=2)=[CH:15][C:16]2[CH:22]=[CH:21][CH:20]=[CH:19][C:17]1=2. (9) Given the reactants [Br:1][C:2]1[CH:9]=[CH:8][C:5]([CH:6]=O)=[CH:4][CH:3]=1.[CH3:10][C@H:11]1[CH2:16][NH:15][CH2:14][CH2:13][N:12]1[C:17]([O:19][CH2:20][C:21]1[CH:26]=[CH:25][CH:24]=[CH:23][CH:22]=1)=[O:18].C(O[BH-](OC(=O)C)OC(=O)C)(=O)C.[Na+].C([O-])(O)=O.[Na+], predict the reaction product. The product is: [Br:1][C:2]1[CH:9]=[CH:8][C:5]([CH2:6][N:15]2[CH2:14][CH2:13][N:12]([C:17]([O:19][CH2:20][C:21]3[CH:26]=[CH:25][CH:24]=[CH:23][CH:22]=3)=[O:18])[C@@H:11]([CH3:10])[CH2:16]2)=[CH:4][CH:3]=1. (10) The product is: [C:3]([O:5][C@H:6]([O:10][C:11]([NH:40][CH2:41][CH2:42][CH2:43][P:44]([CH2:47][CH:48]1[CH2:53][CH2:52][CH2:51][CH2:50][CH2:49]1)(=[O:45])[OH:46])=[O:12])[CH:7]([CH3:8])[CH3:9])(=[O:4])[CH:2]([CH3:39])[CH3:1]. Given the reactants [CH3:1][CH:2]([CH3:39])[C:3]([O:5][C@H:6]([O:10][C:11](ON1C(=O)[C@@H](OC(=O)C2C=CC=CC=2)[C@H](OC(=O)C2C=CC=CC=2)C1=O)=[O:12])[CH:7]([CH3:9])[CH3:8])=[O:4].[NH2:40][CH2:41][CH2:42][CH2:43][P:44]([CH2:47][CH:48]1[CH2:53][CH2:52][CH2:51][CH2:50][CH2:49]1)(=[O:46])[OH:45].C1COCC1, predict the reaction product.